Dataset: Reaction yield outcomes from USPTO patents with 853,638 reactions. Task: Predict the reaction yield, written as a fraction of the theoretical maximum amount of product (1.0 means a 100% yield; for example, 0.34 means a 34% yield). (1) The reactants are [CH3:1][N:2]1[CH2:7][CH2:6][N:5]([CH:8]([C:12]2[CH:13]=[N:14][C:15]([CH3:18])=[CH:16][CH:17]=2)[C:9]([O-:11])=O)[CH2:4][CH2:3]1.[K+].[F:20][C:21]([F:35])([F:34])[C:22]1[CH:23]=[C:24]([NH:32][NH2:33])[CH:25]=[C:26]([C:28]([F:31])([F:30])[F:29])[CH:27]=1.CN1CCOCC1.F[P-](F)(F)(F)(F)F.N1(O[P+](N(C)C)(N(C)C)N(C)C)C2C=CC=CC=2N=N1. The catalyst is CN(C=O)C. The product is [F:20][C:21]([F:34])([F:35])[C:22]1[CH:23]=[C:24]([NH:32][NH:33][C:9](=[O:11])[CH:8]([N:5]2[CH2:4][CH2:3][N:2]([CH3:1])[CH2:7][CH2:6]2)[C:12]2[CH:13]=[N:14][C:15]([CH3:18])=[CH:16][CH:17]=2)[CH:25]=[C:26]([C:28]([F:31])([F:29])[F:30])[CH:27]=1. The yield is 0.490. (2) The reactants are [BH4-].[Na+].[Cl-].[Ca+2].[Cl-].[C:6]([C:8]1[CH:13]=[CH:12][CH:11]=[CH:10][C:9]=1[C:14]1[CH:19]=[CH:18][C:17]([CH2:20][C:21]2[C:26](=[O:27])[N:25]([C:28]3[CH:43]=[CH:42][C:31]([O:32][C:33]4([C:37](OCC)=[O:38])[CH2:36][CH2:35][CH2:34]4)=[CH:30][CH:29]=3)[C:24]([CH2:44][CH3:45])=[N:23][C:22]=2[CH2:46][CH2:47][CH3:48])=[CH:16][CH:15]=1)#[N:7]. The catalyst is O1CCCC1.C(O)C.C(OCC)(=O)C. The product is [CH2:44]([C:24]1[N:25]([C:28]2[CH:43]=[CH:42][C:31]([O:32][C:33]3([CH2:37][OH:38])[CH2:34][CH2:35][CH2:36]3)=[CH:30][CH:29]=2)[C:26](=[O:27])[C:21]([CH2:20][C:17]2[CH:16]=[CH:15][C:14]([C:9]3[C:8]([C:6]#[N:7])=[CH:13][CH:12]=[CH:11][CH:10]=3)=[CH:19][CH:18]=2)=[C:22]([CH2:46][CH2:47][CH3:48])[N:23]=1)[CH3:45]. The yield is 0.730. (3) The reactants are [NH2:1][C:2]1[C:7]([C:8]([OH:10])=[O:9])=[CH:6][N:5]=[CH:4][CH:3]=1.C(O)(=O)C.[Br:15]Br. The catalyst is O. The product is [NH2:1][C:2]1[C:7]([C:8]([OH:10])=[O:9])=[CH:6][N:5]=[CH:4][C:3]=1[Br:15]. The yield is 0.840. (4) The catalyst is O1CCCC1. The reactants are [Cl:1][C:2]1[CH:7]=[CH:6][C:5]([C:8]2[O:9][C:10]3[CH:20]=[C:19]([N:21]([C:26]4[CH:31]=[CH:30][C:29]([B:32]5[O:36]C(C)(C)C(C)(C)[O:33]5)=[C:28]([C:41]#[N:42])[CH:27]=4)[S:22]([CH3:25])(=[O:24])=[O:23])[C:18]([CH:43]4[CH2:45][CH2:44]4)=[CH:17][C:11]=3[C:12]=2[C:13]([NH:15][CH3:16])=[O:14])=[CH:4][CH:3]=1.Cl.I([O-])(=O)(=O)=O.[Na+]. The product is [Cl:1][C:2]1[CH:7]=[CH:6][C:5]([C:8]2[O:9][C:10]3[CH:20]=[C:19]([N:21]([C:26]4[CH:31]=[CH:30][C:29]([B:32]([OH:36])[OH:33])=[C:28]([C:41]#[N:42])[CH:27]=4)[S:22]([CH3:25])(=[O:23])=[O:24])[C:18]([CH:43]4[CH2:44][CH2:45]4)=[CH:17][C:11]=3[C:12]=2[C:13](=[O:14])[NH:15][CH3:16])=[CH:4][CH:3]=1. The yield is 0.620. (5) The reactants are [NH:1]1[CH:5]=[N:4][CH:3]=[N:2]1.Br[C:7]1[CH:12]=[CH:11][C:10]([Br:13])=[CH:9][N:8]=1.C([O-])([O-])=O.[K+].[K+].O. The catalyst is CN1C(=O)CCC1. The product is [Br:13][C:10]1[CH:11]=[CH:12][C:7]([N:1]2[CH:5]=[N:4][CH:3]=[N:2]2)=[N:8][CH:9]=1. The yield is 0.130. (6) The catalyst is C(OCC)(=O)C. The product is [Br:1][C:2]1[C:7]([CH3:8])=[CH:6][N:5]=[CH:4][C:3]=1[CH3:10]. The reactants are [Br:1][C:2]1[C:7]([CH3:8])=[CH:6][N+:5]([O-])=[CH:4][C:3]=1[CH3:10].C1(P(C2C=CC=CC=2)C2C=CC=CC=2)C=CC=CC=1.C1(C)C=CC=CC=1. The yield is 0.380. (7) The reactants are [O:1]1[C:5]2[CH:6]=[CH:7][CH:8]=[CH:9][C:4]=2[N:3]=[C:2]1[C:10]1[CH:11]=[N:12][N:13]([CH2:15][CH2:16][C@@:17]([CH3:32])([S:28]([CH3:31])(=[O:30])=[O:29])[C:18]([NH:20][O:21]C2CCCCO2)=[O:19])[CH:14]=1.Cl. The catalyst is CCO. The product is [O:1]1[C:5]2[CH:6]=[CH:7][CH:8]=[CH:9][C:4]=2[N:3]=[C:2]1[C:10]1[CH:11]=[N:12][N:13]([CH2:15][CH2:16][C@@:17]([CH3:32])([S:28]([CH3:31])(=[O:30])=[O:29])[C:18]([NH:20][OH:21])=[O:19])[CH:14]=1. The yield is 0.360. (8) The reactants are [Cl:1][C:2]1[S:6][C:5]([S:7](Cl)(=[O:9])=[O:8])=[CH:4][CH:3]=1.[C:11]([NH2:15])([CH3:14])([CH3:13])[CH3:12]. The catalyst is C1COCC1.C(OCC)C. The product is [C:11]([NH:15][S:7]([C:5]1[S:6][C:2]([Cl:1])=[CH:3][CH:4]=1)(=[O:9])=[O:8])([CH3:14])([CH3:13])[CH3:12]. The yield is 0.980. (9) The reactants are Cl[C:2]1[C:15]2[C:14]3[CH:13]=[CH:12][CH:11]=[CH:10][C:9]=3[C:8]3=[N:16][CH:17]=[CH:18][N:7]3[C:6]=2[CH:5]=[CH:4][CH:3]=1.[C:19]1(B(O)O)[CH:24]=[CH:23][CH:22]=[CH:21][CH:20]=1.COC1C=CC=C(OC)C=1C1C=CC=CC=1P(C1CCCCC1)C1CCCCC1.C(=O)([O-])[O-].[K+].[K+]. The catalyst is COC1C=CC=C(OC)C=1C1C=CC=CC=1P(C1CCCCC1)C1CCCCC1.[Pd].O.O1CCOCC1. The product is [C:19]1([C:2]2[C:15]3[C:14]4[CH:13]=[CH:12][CH:11]=[CH:10][C:9]=4[C:8]4=[N:16][CH:17]=[CH:18][N:7]4[C:6]=3[CH:5]=[CH:4][CH:3]=2)[CH:24]=[CH:23][CH:22]=[CH:21][CH:20]=1. The yield is 0.990.